From a dataset of Catalyst prediction with 721,799 reactions and 888 catalyst types from USPTO. Predict which catalyst facilitates the given reaction. (1) Reactant: [Cl:1][C:2]1[CH:7]=[CH:6][C:5]([CH:8]([C:21]([N:23]2[CH2:28][CH2:27][N:26]([C:29]3[C:30]4[C@H:37]([CH3:38])[CH2:36][CH2:35][C:31]=4[N:32]=[CH:33][N:34]=3)[CH2:25][CH2:24]2)=[O:22])[CH2:9][N:10]([CH:18]([CH3:20])[CH3:19])C(=O)OC(C)(C)C)=[CH:4][CH:3]=1.[ClH:39]. Product: [ClH:1].[ClH:39].[Cl:1][C:2]1[CH:7]=[CH:6][C:5]([CH:8]([CH2:9][NH:10][CH:18]([CH3:20])[CH3:19])[C:21]([N:23]2[CH2:28][CH2:27][N:26]([C:29]3[C:30]4[C@H:37]([CH3:38])[CH2:36][CH2:35][C:31]=4[N:32]=[CH:33][N:34]=3)[CH2:25][CH2:24]2)=[O:22])=[CH:4][CH:3]=1. The catalyst class is: 2. (2) Reactant: [Br:1][C:2]1[CH:7]=[CH:6][CH:5]=[C:4](F)[N:3]=1.[NH:9]1[CH2:15][CH:14]([OH:16])[CH2:13][NH:12][CH2:11][CH2:10]1.CCN(C(C)C)C(C)C. Product: [Br:1][C:2]1[N:3]=[C:4]([N:9]2[CH2:15][CH:14]([OH:16])[CH2:13][NH:12][CH2:11][CH2:10]2)[CH:5]=[CH:6][CH:7]=1. The catalyst class is: 14. (3) Reactant: [CH2:1]([O:3][P:4]([CH:9]=[CH:10][CH:11]1[CH:18]2[CH:14]([O:15]C(C)(C)[O:17]2)[CH:13]([N:21]2[CH:29]=[N:28][C:27]3[C:26](=[O:30])[NH:25][C:24]([NH:31][C:32](=[O:36])[CH:33]([CH3:35])[CH3:34])=[N:23][C:22]2=3)[O:12]1)(=[O:8])[O:5][CH2:6][CH3:7])[CH3:2]. Product: [CH2:1]([O:3][P:4]([CH:9]=[CH:10][CH:11]1[CH:18]([OH:17])[CH:14]([OH:15])[CH:13]([N:21]2[CH:29]=[N:28][C:27]3[C:26](=[O:30])[NH:25][C:24]([NH:31][C:32](=[O:36])[CH:33]([CH3:34])[CH3:35])=[N:23][C:22]2=3)[O:12]1)(=[O:8])[O:5][CH2:6][CH3:7])[CH3:2]. The catalyst class is: 484. (4) Reactant: [CH3:1][C@H:2]1[N:7]([C:8]([O:10][CH2:11][C:12]2[CH:17]=[CH:16][CH:15]=[CH:14][CH:13]=2)=[O:9])[CH2:6][C@@H:5]([C:18]([OH:20])=O)[CH2:4][CH2:3]1.[NH2:21][C:22]1[CH:27]=[CH:26][CH:25]=[CH:24][CH:23]=1.CCN(C(C)C)C(C)C.C1C=CC2N(O)N=NC=2C=1.C(Cl)CCl. Product: [CH3:1][C@@H:2]1[CH2:3][CH2:4][C@H:5]([C:18]([NH:21][C:22]2[CH:27]=[CH:26][CH:25]=[CH:24][CH:23]=2)=[O:20])[CH2:6][N:7]1[C:8]([O:10][CH2:11][C:12]1[CH:13]=[CH:14][CH:15]=[CH:16][CH:17]=1)=[O:9]. The catalyst class is: 18. (5) Reactant: FC(F)(F)C(O)=O.C(OC([N:15]1[CH2:19][CH2:18][C@H:17]([NH:20][C:21]2[N:29]=[C:28]3[C:24]([N:25]=[CH:26][N:27]3[C@@H:30]3[CH2:34][C@H:33]([NH:35][C:36]([CH:38]4[CH2:41][CH2:40][CH2:39]4)=[O:37])[C@@H:32]([OH:42])[C@H:31]3[OH:43])=[C:23]([NH:44][CH2:45][CH:46]([C:53]3[CH:58]=[CH:57][CH:56]=[CH:55][CH:54]=3)[C:47]3[CH:52]=[CH:51][CH:50]=[CH:49][CH:48]=3)[N:22]=2)[CH2:16]1)=O)(C)(C)C.[ClH:59]. Product: [ClH:59].[C:47]1([CH:46]([C:53]2[CH:54]=[CH:55][CH:56]=[CH:57][CH:58]=2)[CH2:45][NH:44][C:23]2[N:22]=[C:21]([NH:20][C@H:17]3[CH2:18][CH2:19][NH:15][CH2:16]3)[N:29]=[C:28]3[C:24]=2[N:25]=[CH:26][N:27]3[C@@H:30]2[CH2:34][C@H:33]([NH:35][C:36]([CH:38]3[CH2:39][CH2:40][CH2:41]3)=[O:37])[C@@H:32]([OH:42])[C@H:31]2[OH:43])[CH:52]=[CH:51][CH:50]=[CH:49][CH:48]=1. The catalyst class is: 5. (6) Reactant: [CH2:1]([O:8][C:9]([N:11]1[CH2:16][CH2:15][CH:14]([C:17](=O)[CH:18]([CH3:40])[CH:19]([C:32]2[CH:37]=[CH:36][N:35]=[C:34]([S:38][CH3:39])[N:33]=2)[C:20](=O)[C:21]2[CH:26]=[CH:25][CH:24]=[C:23]([C:27]([F:30])([F:29])[F:28])[CH:22]=2)[CH2:13][CH2:12]1)=[O:10])[C:2]1[CH:7]=[CH:6][CH:5]=[CH:4][CH:3]=1.[NH2:42][NH2:43].C(C1C(=O)C(Cl)=C(Cl)C(=O)C=1C#N)#N. Product: [CH2:1]([O:8][C:9]([N:11]1[CH2:16][CH2:15][CH:14]([C:17]2[N:42]=[N:43][C:20]([C:21]3[CH:26]=[CH:25][CH:24]=[C:23]([C:27]([F:29])([F:28])[F:30])[CH:22]=3)=[C:19]([C:32]3[CH:37]=[CH:36][N:35]=[C:34]([S:38][CH3:39])[N:33]=3)[C:18]=2[CH3:40])[CH2:13][CH2:12]1)=[O:10])[C:2]1[CH:7]=[CH:6][CH:5]=[CH:4][CH:3]=1. The catalyst class is: 14. (7) Reactant: [CH3:1][O:2][C:3]1[C:8]([CH:9]=O)=[CH:7][CH:6]=[CH:5][N:4]=1.[CH3:11][C:12]1[N:13]=[C:14]([CH2:17][C:18]([CH3:20])=O)[S:15][CH:16]=1.[NH2:21]/[C:22](/[CH3:26])=[CH:23]\[C:24]#[N:25]. Product: [CH3:1][O:2][C:3]1[C:8]([CH:9]2[C:17]([C:14]3[S:15][CH:16]=[C:12]([CH3:11])[N:13]=3)=[C:18]([CH3:20])[NH:21][C:22]([CH3:26])=[C:23]2[C:24]#[N:25])=[CH:7][CH:6]=[CH:5][N:4]=1. The catalyst class is: 32.